From a dataset of CYP2C19 inhibition data for predicting drug metabolism from PubChem BioAssay. Regression/Classification. Given a drug SMILES string, predict its absorption, distribution, metabolism, or excretion properties. Task type varies by dataset: regression for continuous measurements (e.g., permeability, clearance, half-life) or binary classification for categorical outcomes (e.g., BBB penetration, CYP inhibition). Dataset: cyp2c19_veith. (1) The drug is CC(C)[C@@H](C)/C=C\[C@@H](C)[C@@H]1CC[C@H]2C3=CC=C4C[C@@H](O)CC[C@]4(C)[C@H]3CC[C@@]12C. The result is 0 (non-inhibitor). (2) The molecule is COc1ncc2nc(-c3cc(F)cc(F)c3)c(=O)n(C3CC3)c2n1. The result is 0 (non-inhibitor). (3) The compound is COc1ccc(CC(=O)NCc2ccccn2)cc1OC. The result is 1 (inhibitor). (4) The molecule is CN(C)CCCO[C@H]1[C@H]([C@H](O)CO)O[C@H]2OC(C)(C)O[C@@H]21. The result is 0 (non-inhibitor). (5) The compound is CN1CCN(c2ncc3nc(-c4cccs4)c(=O)n(-c4ccccc4)c3n2)CC1. The result is 0 (non-inhibitor).